This data is from Reaction yield outcomes from USPTO patents with 853,638 reactions. The task is: Predict the reaction yield, written as a fraction of the theoretical maximum amount of product (1.0 means a 100% yield; for example, 0.34 means a 34% yield). (1) The reactants are [F:1][C:2]1[CH:9]=[CH:8][C:5]([CH:6]=O)=[CH:4][CH:3]=1.[NH2:10][OH:11].Cl.C([O-])([O-])=O.[Na+].[Na+]. The catalyst is CO. The product is [F:1][C:2]1[CH:9]=[CH:8][C:5]([CH:6]=[N:10][OH:11])=[CH:4][CH:3]=1. The yield is 0.610. (2) The reactants are [F:1][C:2](=[CH2:7])[C:3]([O:5][CH3:6])=[O:4].[CH2:8]([N:15]([CH2:19][Si](C)(C)C)[CH2:16]OC)[C:9]1[CH:14]=[CH:13][CH:12]=[CH:11][CH:10]=1.C(O)(C(F)(F)F)=O. The catalyst is C(Cl)Cl. The product is [CH2:8]([N:15]1[CH2:16][CH2:7][C:2]([F:1])([C:3]([O:5][CH3:6])=[O:4])[CH2:19]1)[C:9]1[CH:10]=[CH:11][CH:12]=[CH:13][CH:14]=1. The yield is 0.426.